Dataset: Forward reaction prediction with 1.9M reactions from USPTO patents (1976-2016). Task: Predict the product of the given reaction. (1) Given the reactants C([O:8][N:9]1[C:14]2[N:15]=[CH:16][N:17]=[C:18]([CH3:19])[C:13]=2[C:12]([NH:20][CH:21]([C:23]2[CH:28]=[CH:27][CH:26]=[CH:25][N:24]=2)[CH3:22])=[CH:11][C:10]1=[O:29])C1C=CC=CC=1.[H][H], predict the reaction product. The product is: [OH:8][N:9]1[C:14]2[N:15]=[CH:16][N:17]=[C:18]([CH3:19])[C:13]=2[C:12]([NH:20][CH:21]([C:23]2[CH:28]=[CH:27][CH:26]=[CH:25][N:24]=2)[CH3:22])=[CH:11][C:10]1=[O:29]. (2) Given the reactants [NH2:1][C:2]1[CH:10]=[CH:9][C:8]([O:11][CH3:12])=[CH:7][C:3]=1[C:4]([OH:6])=O.[NH2:13][CH2:14][CH2:15][CH2:16][C@H:17]1[O:21][C:20](=[O:22])[N:19]([C:23]2[CH:24]=[CH:25][C:26]3[S:31][CH2:30][C:29](=[O:32])[NH:28][C:27]=3[CH:33]=2)[CH2:18]1, predict the reaction product. The product is: [NH2:1][C:2]1[CH:10]=[CH:9][C:8]([O:11][CH3:12])=[CH:7][C:3]=1[C:4]([NH:13][CH2:14][CH2:15][CH2:16][C@H:17]1[O:21][C:20](=[O:22])[N:19]([C:23]2[CH:24]=[CH:25][C:26]3[S:31][CH2:30][C:29](=[O:32])[NH:28][C:27]=3[CH:33]=2)[CH2:18]1)=[O:6]. (3) The product is: [Cl:1][C:2]1[CH:9]=[C:8]([S:24][CH2:18][CH3:17])[C:7]([N+:11]([O-:13])=[O:12])=[CH:6][C:3]=1[C:4]#[N:5]. Given the reactants [Cl:1][C:2]1[CH:9]=[C:8](F)[C:7]([N+:11]([O-:13])=[O:12])=[CH:6][C:3]=1[C:4]#[N:5].ClC1C=C([N+]([O-])=O)[C:18]([S:24]CC)=[CH:17]C=1Cl, predict the reaction product. (4) Given the reactants [CH3:1][C:2]1[CH:7]=[CH:6][C:5]([C:8]2[O:9][C:10]([CH3:13])=[N:11][N:12]=2)=[CH:4][C:3]=1[C:14]1[CH:19]=[CH:18][C:17]([C:20]([OH:22])=O)=[CH:16][CH:15]=1.[CH3:23][O:24][C:25]1[CH:31]=[CH:30][C:28]([NH2:29])=[CH:27][CH:26]=1, predict the reaction product. The product is: [CH3:23][O:24][C:25]1[CH:31]=[CH:30][C:28]([NH:29][C:20]([C:17]2[CH:16]=[CH:15][C:14]([C:3]3[CH:4]=[C:5]([C:8]4[O:9][C:10]([CH3:13])=[N:11][N:12]=4)[CH:6]=[CH:7][C:2]=3[CH3:1])=[CH:19][CH:18]=2)=[O:22])=[CH:27][CH:26]=1.